From a dataset of Forward reaction prediction with 1.9M reactions from USPTO patents (1976-2016). Predict the product of the given reaction. (1) Given the reactants [C:1]([O:9][C:10]1[CH:15]=[CH:14][C:13]([CH3:16])=[C:12]([CH3:17])[C:11]=1[C:18]1[C:23]([OH:24])=[CH:22][CH:21]=[C:20]([CH3:25])[C:19]=1[CH3:26])(=[O:8])[C:2]1[CH:7]=[CH:6][CH:5]=[CH:4][CH:3]=1.[N:27]1([C:33](Cl)=[O:34])[CH2:32][CH2:31][CH2:30][CH2:29][CH2:28]1, predict the reaction product. The product is: [N:27]1([C:33]([O:24][C:23]2[CH:22]=[CH:21][C:20]([CH3:25])=[C:19]([CH3:26])[C:18]=2[C:11]2[C:10]([O:9][C:1](=[O:8])[C:2]3[CH:7]=[CH:6][CH:5]=[CH:4][CH:3]=3)=[CH:15][CH:14]=[C:13]([CH3:16])[C:12]=2[CH3:17])=[O:34])[CH2:32][CH2:31][CH2:30][CH2:29][CH2:28]1. (2) The product is: [C:1]([O:4][CH2:5][C:6]1[C:7]([N:37]2[CH2:48][CH2:47][N:46]3[C:39](=[CH:40][C:41]4[CH2:42][C:43]([CH3:50])([CH3:49])[CH2:44][C:45]=43)[C:38]2=[O:51])=[N:8][CH:9]=[CH:10][C:11]=1[C:12]1[CH:13]=[C:14]([NH:20][C:21]2[S:22][C:23]3[CH2:24][NH:25][CH2:26][CH2:27][C:28]=3[N:29]=2)[C:15](=[O:19])[N:16]([CH3:18])[CH:17]=1)(=[O:3])[CH3:2]. Given the reactants [C:1]([O:4][CH2:5][C:6]1[C:7]([N:37]2[CH2:48][CH2:47][N:46]3[C:39](=[CH:40][C:41]4[CH2:42][C:43]([CH3:50])([CH3:49])[CH2:44][C:45]=43)[C:38]2=[O:51])=[N:8][CH:9]=[CH:10][C:11]=1[C:12]1[CH:13]=[C:14]([NH:20][C:21]2[S:22][C:23]3[CH2:24][N:25](C(OC(C)(C)C)=O)[CH2:26][CH2:27][C:28]=3[N:29]=2)[C:15](=[O:19])[N:16]([CH3:18])[CH:17]=1)(=[O:3])[CH3:2].Cl, predict the reaction product. (3) Given the reactants [OH:1][CH2:2][CH2:3][N:4]1[CH2:8][CH2:7][CH2:6][C:5]1=[O:9].[H-].[Na+].Br[C:13]1[CH:18]=[CH:17][C:16]([Br:19])=[CH:15][N:14]=1.[OH-].[Na+], predict the reaction product. The product is: [Br:19][C:16]1[CH:17]=[CH:18][C:13]([O:1][CH2:2][CH2:3][N:4]2[CH2:8][CH2:7][CH2:6][C:5]2=[O:9])=[N:14][CH:15]=1. (4) The product is: [NH2:17][C:18]1[CH:19]=[CH:20][C:21]([S:24][C:25]2[CH:30]=[CH:29][C:28]([C:31]([NH:32][C:33]3[S:34][C:35]([C:38]([F:41])([F:40])[F:39])=[N:36][N:37]=3)=[O:42])=[CH:27][C:26]=2[NH:43][C:44]2[C:45]3[CH:53]=[CH:52][C:51]([CH:54]([CH3:56])[CH3:55])=[N:50][C:46]=3[N:47]=[CH:48][N:49]=2)=[CH:22][CH:23]=1. Given the reactants C1C2C(COC(=O)[NH:17][C:18]3[CH:23]=[CH:22][C:21]([S:24][C:25]4[CH:30]=[CH:29][C:28]([C:31](=[O:42])[NH:32][C:33]5[S:34][C:35]([C:38]([F:41])([F:40])[F:39])=[N:36][N:37]=5)=[CH:27][C:26]=4[NH:43][C:44]4[C:45]5[CH:53]=[CH:52][C:51]([CH:54]([CH3:56])[CH3:55])=[N:50][C:46]=5[N:47]=[CH:48][N:49]=4)=[CH:20][CH:19]=3)C3C(=CC=CC=3)C=2C=CC=1.O.[OH-].[Li+].Cl, predict the reaction product. (5) Given the reactants [Cl:1][C:2]1[N:11]=[C:10](Cl)[CH:9]=[CH:8][C:3]=1[C:4]([O:6][CH3:7])=[O:5].[Cl:13][C:14]1[CH:19]=[CH:18][C:17]([OH:20])=[CH:16][CH:15]=1.C(=O)([O-])[O-].[Cs+].[Cs+].O, predict the reaction product. The product is: [Cl:1][C:2]1[N:11]=[C:10]([O:20][C:17]2[CH:18]=[CH:19][C:14]([Cl:13])=[CH:15][CH:16]=2)[CH:9]=[CH:8][C:3]=1[C:4]([O:6][CH3:7])=[O:5]. (6) Given the reactants [CH3:1][C:2]1[N:6]=[C:5]([C:7]2[C:8]3[CH2:25][CH2:24][CH2:23][C:9]=3[S:10][C:11]=2[NH:12]C(C2CCCC=2C(O)=O)=O)[O:4][N:3]=1.[CH:26]12[CH2:33][CH2:32][CH:29]([CH2:30][CH2:31]1)[C:28]1[C:34]([O:36][C:37](=[O:38])[C:27]2=1)=[O:35], predict the reaction product. The product is: [CH3:1][C:2]1[N:6]=[C:5]([C:7]2[C:8]3[CH2:25][CH2:24][CH2:23][C:9]=3[S:10][C:11]=2[NH:12][C:37]([C:27]2[CH:26]3[CH2:33][CH2:32][CH:29]([CH2:30][CH2:31]3)[C:28]=2[C:34]([OH:36])=[O:35])=[O:38])[O:4][N:3]=1. (7) Given the reactants [CH2:1]([N:3]=[C:4]=[S:5])[CH3:2].[S:6]1[CH:10]=[CH:9][CH:8]=[C:7]1[CH2:11][CH2:12][NH2:13].C(N(CC)CC)C.Cl, predict the reaction product. The product is: [CH2:1]([NH:3][C:4]([NH:13][CH2:12][CH2:11][C:7]1[S:6][CH:10]=[CH:9][CH:8]=1)=[S:5])[CH3:2]. (8) Given the reactants [F:1][C:2]1[CH:7]=[CH:6][CH:5]=[C:4]([F:8])[C:3]=1[CH:9]1[O:13][N:12]=[C:11]([C:14]2[N:15]=[C:16]([CH:19]3[CH2:24][CH2:23][NH:22][CH2:21][CH2:20]3)[S:17][CH:18]=2)[CH2:10]1.C(N(CC)C(C)C)(C)C.[Cl:34][CH2:35][C:36](Cl)=[O:37].O, predict the reaction product. The product is: [Cl:34][CH2:35][C:36]([N:22]1[CH2:23][CH2:24][CH:19]([C:16]2[S:17][CH:18]=[C:14]([C:11]3[CH2:10][CH:9]([C:3]4[C:4]([F:8])=[CH:5][CH:6]=[CH:7][C:2]=4[F:1])[O:13][N:12]=3)[N:15]=2)[CH2:20][CH2:21]1)=[O:37]. (9) Given the reactants [C:1]([OH:8])(=[O:7])/[CH:2]=[CH:3]\[C:4]([OH:6])=[O:5].[Fe:9], predict the reaction product. The product is: [C:1]([O-:8])(=[O:7])/[CH:2]=[CH:3]\[C:4]([O-:6])=[O:5].[Fe+2:9].